This data is from Full USPTO retrosynthesis dataset with 1.9M reactions from patents (1976-2016). The task is: Predict the reactants needed to synthesize the given product. (1) The reactants are: [CH2:1]([CH:3]([C:6]1[C:10]([CH2:11][CH2:12][CH2:13][O:14]COC)=[CH:9][NH:8][N:7]=1)[CH2:4][CH3:5])[CH3:2].Cl[C:19]1[N:20]=[N:21][C:22]([C:25]([F:28])([F:27])[F:26])=[CH:23][CH:24]=1.[H-].[Na+].[H][H]. Given the product [CH2:1]([CH:3]([C:6]1[C:10]([CH2:11][CH2:12][CH2:13][OH:14])=[CH:9][N:8]([C:19]2[N:20]=[N:21][C:22]([C:25]([F:28])([F:27])[F:26])=[CH:23][CH:24]=2)[N:7]=1)[CH2:4][CH3:5])[CH3:2], predict the reactants needed to synthesize it. (2) The reactants are: [CH:1]1[C:13]2[CH:12]([CH2:14][O:15][C:16](=[O:37])[NH:17][C:18]3[CH:23]=[CH:22][C:21]([S:24][C:25]4[CH:30]=[CH:29][C:28]([C:31](Cl)=[O:32])=[CH:27][C:26]=4[N+:34]([O-:36])=[O:35])=[CH:20][CH:19]=3)[C:11]3[C:6](=[CH:7][CH:8]=[CH:9][CH:10]=3)[C:5]=2[CH:4]=[CH:3][CH:2]=1.[Cl:38][C:39]1[CH:40]=[CH:41][C:42]([NH2:45])=[N:43][CH:44]=1.C(N(C(C)C)CC)(C)C. Given the product [CH:1]1[C:13]2[CH:12]([CH2:14][O:15][C:16](=[O:37])[NH:17][C:18]3[CH:23]=[CH:22][C:21]([S:24][C:25]4[CH:30]=[CH:29][C:28]([C:31](=[O:32])[NH:45][C:42]5[CH:41]=[CH:40][C:39]([Cl:38])=[CH:44][N:43]=5)=[CH:27][C:26]=4[N+:34]([O-:36])=[O:35])=[CH:20][CH:19]=3)[C:11]3[C:6](=[CH:7][CH:8]=[CH:9][CH:10]=3)[C:5]=2[CH:4]=[CH:3][CH:2]=1, predict the reactants needed to synthesize it. (3) Given the product [S:20]([C:14]1[CH:19]=[CH:18][CH:17]=[CH:16][CH:15]=1)([OH:23])(=[O:22])=[O:21].[NH2:1][CH2:2][CH2:3][CH2:4][C@@:5]1([C:11]([OH:13])=[O:12])[CH2:9][CH2:8][CH2:7][C@@H:6]1[SH:10], predict the reactants needed to synthesize it. The reactants are: [NH2:1][CH2:2][CH2:3][CH2:4][C@@:5]1([C:11]([OH:13])=[O:12])[CH2:9][CH2:8][CH2:7][C@@H:6]1[SH:10].[C:14]1([S:20]([OH:23])(=[O:22])=[O:21])[CH:19]=[CH:18][CH:17]=[CH:16][CH:15]=1.